Dataset: Reaction yield outcomes from USPTO patents with 853,638 reactions. Task: Predict the reaction yield, written as a fraction of the theoretical maximum amount of product (1.0 means a 100% yield; for example, 0.34 means a 34% yield). (1) The reactants are C(N(CC)CC)C.[NH2:8][C:9]1[CH:14]=[CH:13][CH:12]=[CH:11][C:10]=1[C:15]1[CH:20]=[CH:19][CH:18]=[CH:17][CH:16]=1.[Cl:21][CH2:22][C:23](Cl)=[O:24].C([O-])(O)=O.[Na+]. The catalyst is ClCCl.O. The product is [C:10]1([C:15]2[CH:16]=[CH:17][CH:18]=[CH:19][CH:20]=2)[CH:11]=[CH:12][CH:13]=[CH:14][C:9]=1[NH:8][C:23](=[O:24])[CH2:22][Cl:21]. The yield is 0.145. (2) The reactants are [C:1]([O:5][C:6](=[O:39])[CH2:7][CH:8]1[CH2:13][CH:12]([CH2:14][CH2:15][C:16]2[N:17]([CH:34]([CH3:36])[CH3:35])[CH:18]=[C:19]([C:28]3[CH:33]=[CH:32][CH:31]=[CH:30][N:29]=3)[C:20]=2[C:21]2[CH:26]=[CH:25][C:24]([F:27])=[CH:23][CH:22]=2)[O:11]C(C)(C)[O:9]1)([CH3:4])([CH3:3])[CH3:2].Cl. The catalyst is CO. The product is [C:1]([O:5][C:6](=[O:39])[CH2:7][C@H:8]([OH:9])[CH2:13][C@H:12]([OH:11])[CH2:14][CH2:15][C:16]1[N:17]([CH:34]([CH3:35])[CH3:36])[CH:18]=[C:19]([C:28]2[CH:33]=[CH:32][CH:31]=[CH:30][N:29]=2)[C:20]=1[C:21]1[CH:22]=[CH:23][C:24]([F:27])=[CH:25][CH:26]=1)([CH3:2])([CH3:4])[CH3:3]. The yield is 0.820. (3) The reactants are [Cl:1][C:2]1[CH:3]=[C:4]([C:8]#[C:9][C:10]2[CH:11]=[CH:12][C:13]([F:29])=[C:14]([C@:16]3([CH3:28])[C:22]([F:24])([F:23])[C:21]([CH3:26])([CH3:25])[O:20][CH2:19][C:18](=O)[NH:17]3)[CH:15]=2)[CH:5]=[CH:6][CH:7]=1.COC1C=CC(P2(SP(C3C=CC(OC)=CC=3)(=S)S2)=[S:39])=CC=1. The catalyst is O1CCOCC1. The product is [Cl:1][C:2]1[CH:3]=[C:4]([C:8]#[C:9][C:10]2[CH:11]=[CH:12][C:13]([F:29])=[C:14]([C@:16]3([CH3:28])[C:22]([F:24])([F:23])[C:21]([CH3:26])([CH3:25])[O:20][CH2:19][C:18](=[S:39])[NH:17]3)[CH:15]=2)[CH:5]=[CH:6][CH:7]=1. The yield is 0.530. (4) The reactants are [NH2:1][C:2]1[CH:3]=[C:4]([CH:9]=[CH:10][CH:11]=1)[C:5]([O:7][CH3:8])=[O:6].[F:12][C:13]1[CH:18]=[CH:17][C:16]([F:19])=[CH:15][C:14]=1[S:20](Cl)(=[O:22])=[O:21]. The catalyst is C(Cl)Cl. The product is [F:12][C:13]1[CH:18]=[CH:17][C:16]([F:19])=[CH:15][C:14]=1[S:20]([NH:1][C:2]1[CH:3]=[C:4]([CH:9]=[CH:10][CH:11]=1)[C:5]([O:7][CH3:8])=[O:6])(=[O:22])=[O:21]. The yield is 0.738. (5) The reactants are [F:1][C:2]([F:32])([C:20]1[CH:21]=[C:22]2[C:27](=[CH:28][CH:29]=1)[N:26]=[CH:25][C:24]([O:30][CH3:31])=[CH:23]2)[C:3]([NH:5][NH:6][C:7]1[C:12]([F:13])=[CH:11][C:10]([C:14]2[CH:15]=[N:16][N:17]([CH3:19])[CH:18]=2)=[CH:9][N:8]=1)=O.C1(P(C2C=CC=CC=2)C2C=CC=CC=2)C=CC=CC=1.ClC(Cl)C.C(N(C(C)C)CC)(C)C.ClC(Cl)(Cl)C#N. The product is [F:1][C:2]([F:32])([C:3]1[N:8]2[CH:9]=[C:10]([C:14]3[CH:15]=[N:16][N:17]([CH3:19])[CH:18]=3)[CH:11]=[C:12]([F:13])[C:7]2=[N:6][N:5]=1)[C:20]1[CH:21]=[C:22]2[C:27](=[CH:28][CH:29]=1)[N:26]=[CH:25][C:24]([O:30][CH3:31])=[CH:23]2. The catalyst is CO. The yield is 0.440. (6) The reactants are Br[CH:2]1[CH2:7][N:6]([CH2:8][CH2:9][N:10]([CH2:13][CH3:14])[CH2:11][CH3:12])[C:5](=[O:15])[C:4]2[C:16]([CH3:31])=[C:17]([CH:19]=[C:20]3[C:28]4[C:23](=[CH:24][CH:25]=[C:26]([F:29])[CH:27]=4)[NH:22][C:21]3=[O:30])[NH:18][C:3]1=2.BrCC1C2C(=[O:50])N(CCN(CC)CC)CCC=2NC=1C=C1C2C(=CC=C(F)C=2)NC1=O.C(=O)([O-])[O-].[K+].[K+].O. The catalyst is CO. The product is [CH2:13]([N:10]([CH2:11][CH3:12])[CH2:9][CH2:8][N:6]1[CH2:7][CH2:2][C:3]2[NH:18][C:17]([CH:19]=[C:20]3[C:28]4[C:23](=[CH:24][CH:25]=[C:26]([F:29])[CH:27]=4)[NH:22][C:21]3=[O:30])=[C:16]([CH2:31][OH:50])[C:4]=2[C:5]1=[O:15])[CH3:14]. The yield is 0.720.